Dataset: Reaction yield outcomes from USPTO patents with 853,638 reactions. Task: Predict the reaction yield, written as a fraction of the theoretical maximum amount of product (1.0 means a 100% yield; for example, 0.34 means a 34% yield). (1) The reactants are [CH:1]([Si:3]([CH:7]=[CH2:8])([CH:5]=[CH2:6])[Cl:4])=[CH2:2].[Cl:9][Si:10]([Cl:17])([Cl:16])[CH2:11][CH2:12][SiH:13]([Cl:15])[Cl:14]. No catalyst specified. The product is [Cl:14][Si:13]([Cl:15])([CH2:12][CH2:11][Si:10]([Cl:17])([Cl:16])[Cl:9])[CH2:2][CH2:1][Si:3]([CH2:7][CH2:8][Si:13]([Cl:15])([Cl:14])[CH2:12][CH2:11][Si:10]([Cl:17])([Cl:16])[Cl:9])([CH2:5][CH2:6][Si:13]([Cl:15])([Cl:14])[CH2:12][CH2:11][Si:10]([Cl:17])([Cl:16])[Cl:9])[Cl:4]. The yield is 0.660. (2) The reactants are [CH2:1]([Mg]Br)[CH3:2].[F:5][C:6]([F:17])([F:16])[O:7][C:8]1[CH:15]=[CH:14][C:11]([C:12]#[N:13])=[CH:10][CH:9]=1.Cl.[OH-].[Na+]. The catalyst is C(OCC)C.C(O[Ti](OC(C)C)(OC(C)C)OC(C)C)(C)C. The product is [F:5][C:6]([F:16])([F:17])[O:7][C:8]1[CH:15]=[CH:14][C:11]([C:12]2([NH2:13])[CH2:2][CH2:1]2)=[CH:10][CH:9]=1. The yield is 0.630. (3) The reactants are [CH:1]1([C:7]2[C:8]3[CH:26]=[CH:25][C:24]([C:27]([NH:29][C@@H:30]([CH2:34][C:35]4[CH:40]=[CH:39][C:38]([OH:41])=[CH:37][CH:36]=4)[C:31]([OH:33])=O)=[O:28])=[CH:23][C:9]=3[N:10]3[C:16]=2[C:15]2[CH:17]=[CH:18][C:19]([O:21][CH3:22])=[CH:20][C:14]=2[O:13][CH2:12][CH2:11]3)[CH2:6][CH2:5][CH2:4][CH2:3][CH2:2]1.Cl.[CH3:43][NH:44][O:45][CH3:46].O.ON1C2C=CC=CC=2N=N1.Cl.C(N=C=NCCCN(C)C)C.C(N(CC)CC)C.C(=O)([O-])O.[Na+]. The catalyst is CN(C)C=O. The product is [OH:41][C:38]1[CH:39]=[CH:40][C:35]([CH2:34][C@H:30]([NH:29][C:27]([C:24]2[CH:25]=[CH:26][C:8]3[C:7]([CH:1]4[CH2:2][CH2:3][CH2:4][CH2:5][CH2:6]4)=[C:16]4[N:10]([CH2:11][CH2:12][O:13][C:14]5[CH:20]=[C:19]([O:21][CH3:22])[CH:18]=[CH:17][C:15]=54)[C:9]=3[CH:23]=2)=[O:28])[C:31](=[O:33])[N:44]([O:45][CH3:46])[CH3:43])=[CH:36][CH:37]=1. The yield is 0.541. (4) The reactants are [O:1]1[C:5]2([CH2:10][CH2:9][N:8]([C:11]([O:13][C:14]([CH3:17])([CH3:16])[CH3:15])=[O:12])[CH2:7][CH2:6]2)[CH2:4]OS1(=O)=O.CCCC[N+](CCCC)(CCCC)CCCC.[F-:37]. The catalyst is C1COCC1. The product is [F:37][CH2:4][C:5]1([OH:1])[CH2:10][CH2:9][N:8]([C:11]([O:13][C:14]([CH3:17])([CH3:16])[CH3:15])=[O:12])[CH2:7][CH2:6]1. The yield is 0.880. (5) The product is [Cl:36][C:37]([Cl:42])([Cl:41])[C:38]([C:27]1[N:19]2[C:18]([CH2:17][N:16]([C:14]([C:10]3[CH:9]=[C:8]([C:3]4[CH:4]=[CH:5][CH:6]=[CH:7][C:2]=4[CH3:1])[CH:13]=[CH:12][CH:11]=3)=[O:15])[C:22]3[CH:23]=[CH:24][CH:25]=[CH:26][C:21]=3[CH2:20]2)=[CH:29][CH:28]=1)=[O:39]. The catalyst is O1CCCC1.C(OCC)(=O)C. The yield is 0.500. The reactants are [CH3:1][C:2]1[CH:7]=[CH:6][CH:5]=[CH:4][C:3]=1[C:8]1[CH:13]=[CH:12][CH:11]=[C:10]([C:14]([N:16]2[C:22]3[CH:23]=[CH:24][CH:25]=[CH:26][C:21]=3[CH2:20][N:19]3[CH:27]=[CH:28][CH:29]=[C:18]3[CH2:17]2)=[O:15])[CH:9]=1.C(=O)([O-])[O-].[Na+].[Na+].[Cl:36][C:37]([Cl:42])([Cl:41])[C:38](Cl)=[O:39].